Task: Predict the reactants needed to synthesize the given product.. Dataset: Full USPTO retrosynthesis dataset with 1.9M reactions from patents (1976-2016) (1) Given the product [OH:14][C@:11]1([C:15]2[CH:20]=[CH:19][C:18]([CH2:21][O:22][CH2:23][C@@H:24]([CH3:28])[CH2:25][O:26][CH3:27])=[CH:17][CH:16]=2)[CH2:12][CH2:13][N:8]([C:39]([O:41][C:42]([CH3:43])([CH3:44])[CH3:45])=[O:40])[CH2:9][C@@H:10]1[CH2:29][OH:30], predict the reactants needed to synthesize it. The reactants are: C([N:8]1[CH2:13][CH2:12][C:11]([C:15]2[CH:20]=[CH:19][C:18]([CH2:21][O:22][CH2:23][C@@H:24]([CH3:28])[CH2:25][O:26][CH3:27])=[CH:17][CH:16]=2)([OH:14])[CH:10]([CH2:29][OH:30])[CH2:9]1)C1C=CC=CC=1.[C:39](O[C:39]([O:41][C:42]([CH3:45])([CH3:44])[CH3:43])=[O:40])([O:41][C:42]([CH3:45])([CH3:44])[CH3:43])=[O:40]. (2) The reactants are: [CH3:1][C:2]1[C:6]2[CH:7]=[C:8]([OH:14])[CH:9]=[C:10](/[CH:11]=[CH:12]/[CH3:13])[C:5]=2[O:4][N:3]=1.N1C=CN=C1.[C:20]([Si:24](Cl)([CH3:26])[CH3:25])([CH3:23])([CH3:22])[CH3:21].O. Given the product [Si:24]([O:14][C:8]1[CH:9]=[C:10](/[CH:11]=[CH:12]/[CH3:13])[C:5]2[O:4][N:3]=[C:2]([CH3:1])[C:6]=2[CH:7]=1)([C:20]([CH3:23])([CH3:22])[CH3:21])([CH3:26])[CH3:25], predict the reactants needed to synthesize it. (3) Given the product [NH2:1][C:4]1[CH:5]=[N:6][CH:7]=[CH:8][C:9]=1[N:10]1[CH2:14][CH2:13][C@H:12]([NH:15][C:16](=[O:22])[O:17][C:18]([CH3:20])([CH3:19])[CH3:21])[CH2:11]1, predict the reactants needed to synthesize it. The reactants are: [N+:1]([C:4]1[CH:5]=[N:6][CH:7]=[CH:8][C:9]=1[N:10]1[CH2:14][CH2:13][C@H:12]([NH:15][C:16](=[O:22])[O:17][C:18]([CH3:21])([CH3:20])[CH3:19])[CH2:11]1)([O-])=O.[NH4+].[Cl-].CCO.